This data is from Catalyst prediction with 721,799 reactions and 888 catalyst types from USPTO. The task is: Predict which catalyst facilitates the given reaction. (1) Reactant: Cl[C:2]1[C:7]([F:8])=[CH:6][N:5]=[C:4]2[N:9]([S:23]([C:26]3[CH:31]=[CH:30][CH:29]=[CH:28][CH:27]=3)(=[O:25])=[O:24])[C:10]([C:12]3[CH2:17][CH2:16][CH:15]([C:18]([O:20][CH2:21][CH3:22])=[O:19])[CH2:14][CH:13]=3)=[CH:11][C:3]=12.[F:32][C:33]1[CH:34]=[CH:35][C:36]([O:42][CH3:43])=[C:37](B(O)O)[CH:38]=1.C(=O)([O-])[O-].[Na+].[Na+]. Product: [F:8][C:7]1[C:2]([C:35]2[CH:34]=[C:33]([F:32])[CH:38]=[CH:37][C:36]=2[O:42][CH3:43])=[C:3]2[CH:11]=[C:10]([C:12]3[CH2:17][CH2:16][CH:15]([C:18]([O:20][CH2:21][CH3:22])=[O:19])[CH2:14][CH:13]=3)[N:9]([S:23]([C:26]3[CH:31]=[CH:30][CH:29]=[CH:28][CH:27]=3)(=[O:25])=[O:24])[C:4]2=[N:5][CH:6]=1. The catalyst class is: 253. (2) Reactant: Cl.Cl.[CH3:3][C:4]1([CH2:15][N:16]2[CH2:21][CH2:20][NH:19][CH2:18][CH2:17]2)[O:8][C:7]2=[N:9][C:10]([N+:12]([O-:14])=[O:13])=[CH:11][N:6]2[CH2:5]1.C(N(CC)CC)C.[Cl:29][C:30]1[CH:35]=[CH:34][C:33]([N:36]=[C:37]=[S:38])=[CH:32][CH:31]=1. Product: [Cl:29][C:30]1[CH:35]=[CH:34][C:33]([NH:36][C:37]([N:19]2[CH2:18][CH2:17][N:16]([CH2:15][C:4]3([CH3:3])[O:8][C:7]4=[N:9][C:10]([N+:12]([O-:14])=[O:13])=[CH:11][N:6]4[CH2:5]3)[CH2:21][CH2:20]2)=[S:38])=[CH:32][CH:31]=1. The catalyst class is: 2. (3) Reactant: [F:1][C:2]1[CH:18]=[CH:17][C:5]([C:6]([C:8]2[CH:16]=[CH:15][CH:14]=[CH:13][C:9]=2[C:10]([OH:12])=[O:11])=O)=[CH:4][CH:3]=1.COCC(O)C.S1C=CC=C1. Product: [F:1][C:2]1[CH:3]=[CH:4][C:5]([CH2:6][C:8]2[CH:16]=[CH:15][CH:14]=[CH:13][C:9]=2[C:10]([OH:12])=[O:11])=[CH:17][CH:18]=1. The catalyst class is: 45. (4) Reactant: C([NH:8][CH:9]([C:16]1[NH:20][C:19]2[CH:21]=[CH:22][C:23]([Cl:25])=[CH:24][C:18]=2[N:17]=1)[C:10]1[CH:14]=[CH:13][N:12]([CH3:15])[N:11]=1)(OC(C)(C)C)=O.FC(F)(F)C(O)=O. Product: [Cl:25][C:23]1[CH:22]=[CH:21][C:19]2[NH:20][C:16]([CH:9]([NH2:8])[C:10]3[CH:14]=[CH:13][N:12]([CH3:15])[N:11]=3)=[N:17][C:18]=2[CH:24]=1. The catalyst class is: 4. (5) Reactant: Cl.[C:2]([NH:7][CH:8]([CH2:14][SH:15])[C:9]([O:11][CH2:12][CH3:13])=[O:10])(=O)[CH2:3][CH2:4][CH3:5]. Product: [CH2:3]([C:2]1[S:15][CH:14]=[C:8]([C:9]([O:11][CH2:12][CH3:13])=[O:10])[N:7]=1)[CH2:4][CH3:5]. The catalyst class is: 8.